Dataset: Forward reaction prediction with 1.9M reactions from USPTO patents (1976-2016). Task: Predict the product of the given reaction. (1) Given the reactants [N:1]1([C:7]2[N:8]=[C:9]3[CH2:16][CH2:15][NH:14][CH2:13][C:10]3=[N:11][CH:12]=2)[CH2:6][CH2:5][O:4][CH2:3][CH2:2]1.[Na+].[I-].C([O-])([O-])=O.[K+].[K+].Cl[CH2:26][C:27]([N:29]1[CH2:34][CH2:33][N:32]([CH:35]2[CH2:38][CH2:37][CH2:36]2)[CH2:31][CH2:30]1)=[O:28], predict the reaction product. The product is: [CH:35]1([N:32]2[CH2:33][CH2:34][N:29]([C:27](=[O:28])[CH2:26][N:14]3[CH2:15][CH2:16][C:9]4[C:10](=[N:11][CH:12]=[C:7]([N:1]5[CH2:2][CH2:3][O:4][CH2:5][CH2:6]5)[N:8]=4)[CH2:13]3)[CH2:30][CH2:31]2)[CH2:38][CH2:37][CH2:36]1. (2) Given the reactants Cl[C:2]1[N:10]=[CH:9][CH:8]=[CH:7][C:3]=1[C:4]([OH:6])=O.[NH2:11][C:12]1[CH:13]=[N:14][CH:15]=[CH:16][CH:17]=1, predict the reaction product. The product is: [N:14]1[CH:15]=[CH:16][CH:17]=[C:12]([NH:11][C:2]2[N:10]=[CH:9][CH:8]=[CH:7][C:3]=2[CH:4]=[O:6])[CH:13]=1.